Dataset: Full USPTO retrosynthesis dataset with 1.9M reactions from patents (1976-2016). Task: Predict the reactants needed to synthesize the given product. (1) Given the product [CH3:1][CH:2]1[CH2:7][CH2:6][N:5]([S:8]([C:11]2[CH:12]=[C:13]([CH:17]=[CH:18][CH:19]=2)[C:14]([O:16][CH3:25])=[O:15])(=[O:10])=[O:9])[CH2:4][CH2:3]1, predict the reactants needed to synthesize it. The reactants are: [CH3:1][CH:2]1[CH2:7][CH2:6][N:5]([S:8]([C:11]2[CH:12]=[C:13]([CH:17]=[CH:18][CH:19]=2)[C:14]([OH:16])=[O:15])(=[O:10])=[O:9])[CH2:4][CH2:3]1.S(=O)(=O)(O)O.[CH3:25]O. (2) The reactants are: COC1C=CC(C)=CC=1C(N[C@H]1CCC[C@@H]1NC1C=NC(C(F)(F)F)=CN=1)=O.Cl.[F:30][C:31]([F:46])([F:45])[C:32]1[N:33]=[CH:34][C:35]([NH:38][C@H:39]2[CH2:43][CH2:42][CH2:41][C@@H:40]2[NH2:44])=[N:36][CH:37]=1.[F:47][C:48]1[CH:56]=[CH:55][CH:54]=[C:53]([N:57]2[CH:61]=[CH:60][CH:59]=[N:58]2)[C:49]=1[C:50](O)=[O:51]. Given the product [F:47][C:48]1[CH:56]=[CH:55][CH:54]=[C:53]([N:57]2[CH:61]=[CH:60][CH:59]=[N:58]2)[C:49]=1[C:50]([NH:44][C@H:40]1[CH2:41][CH2:42][CH2:43][C@@H:39]1[NH:38][C:35]1[CH:34]=[N:33][C:32]([C:31]([F:30])([F:45])[F:46])=[CH:37][N:36]=1)=[O:51], predict the reactants needed to synthesize it.